This data is from Full USPTO retrosynthesis dataset with 1.9M reactions from patents (1976-2016). The task is: Predict the reactants needed to synthesize the given product. Given the product [CH2:17]([CH:16]([C:15]1[C:10]2[N:11]([C:7]([C:4]3[S:5][CH:6]=[C:2]([N:24]4[CH2:29][CH2:28][O:27][CH2:26][CH2:25]4)[C:3]=3[CH3:23])=[C:8]([CH3:22])[N:9]=2)[N:12]=[C:13]([CH3:21])[CH:14]=1)[CH2:19][CH3:20])[CH3:18], predict the reactants needed to synthesize it. The reactants are: Br[C:2]1[C:3]([CH3:23])=[C:4]([C:7]2[N:11]3[N:12]=[C:13]([CH3:21])[CH:14]=[C:15]([CH:16]([CH2:19][CH3:20])[CH2:17][CH3:18])[C:10]3=[N:9][C:8]=2[CH3:22])[S:5][CH:6]=1.[NH:24]1[CH2:29][CH2:28][O:27][CH2:26][CH2:25]1.C1(P(C2CCCCC2)C2C=CC=CC=2C2C=CC=CC=2)CCCCC1.CN(C1C=CC=CC=1C1C=CC=CC=1)C.[Li+].C[Si]([N-][Si](C)(C)C)(C)C.